Task: Predict the reactants needed to synthesize the given product.. Dataset: Full USPTO retrosynthesis dataset with 1.9M reactions from patents (1976-2016) (1) The reactants are: [OH:1][C:2]1[CH:7]=[CH:6][C:5](B(O)O)=[CH:4][CH:3]=1.[CH3:11][O:12][C:13](=[O:36])[CH:14]([CH2:25][C:26]1[CH:31]=[CH:30][CH:29]=[C:28]([C:32]([F:35])([F:34])[F:33])[CH:27]=1)[CH2:15][C:16]([C:18]1[CH:23]=[CH:22][C:21](Br)=[CH:20][CH:19]=1)=[O:17].C(=O)([O-])[O-].[Na+].[Na+].Cl. Given the product [CH3:11][O:12][C:13](=[O:36])[CH:14]([CH2:25][C:26]1[CH:31]=[CH:30][CH:29]=[C:28]([C:32]([F:34])([F:35])[F:33])[CH:27]=1)[CH2:15][C:16]([C:18]1[CH:23]=[CH:22][C:21]([C:5]2[CH:6]=[CH:7][C:2]([OH:1])=[CH:3][CH:4]=2)=[CH:20][CH:19]=1)=[O:17], predict the reactants needed to synthesize it. (2) Given the product [C:15]([O:19][C:20]([N:22]1[CH2:27][CH2:26][N:25]([CH2:7][C:2]2[CH:3]=[CH:4][CH:5]=[CH:6][C:1]=2[C:9]2[CH:14]=[CH:13][CH:12]=[CH:11][CH:10]=2)[CH2:24][CH2:23]1)=[O:21])([CH3:18])([CH3:16])[CH3:17], predict the reactants needed to synthesize it. The reactants are: [C:1]1([C:9]2[CH:14]=[CH:13][CH:12]=[CH:11][CH:10]=2)[C:2]([CH:7]=O)=[CH:3][CH:4]=[CH:5][CH:6]=1.[C:15]([O:19][C:20]([N:22]1[CH2:27][CH2:26][NH:25][CH2:24][CH2:23]1)=[O:21])([CH3:18])([CH3:17])[CH3:16].C(O)(=O)C.C(O[BH-](OC(=O)C)OC(=O)C)(=O)C.[Na+].[OH-].[Na+]. (3) The reactants are: [C:1]1([N:7]2[C:11]([NH:12][C:13]3[CH:21]=[CH:20][C:19]([O:22][CH3:23])=[CH:18][C:14]=3[C:15](O)=[O:16])=[CH:10][C:9]([C:24]3[CH:29]=[CH:28][CH:27]=[CH:26][CH:25]=3)=[N:8]2)[CH:6]=[CH:5][CH:4]=[CH:3][CH:2]=1.[C:30]1([CH3:40])[C:31]([S:36]([NH2:39])(=[O:38])=[O:37])=[CH:32][CH:33]=[CH:34][CH:35]=1.CCN=C=NCCCN(C)C.Cl.C(N(CC)CC)C. Given the product [C:1]1([N:7]2[C:11]([NH:12][C:13]3[CH:21]=[CH:20][C:19]([O:22][CH3:23])=[CH:18][C:14]=3[C:15]([NH:39][S:36]([C:31]3[CH:32]=[CH:33][CH:34]=[CH:35][C:30]=3[CH3:40])(=[O:37])=[O:38])=[O:16])=[CH:10][C:9]([C:24]3[CH:29]=[CH:28][CH:27]=[CH:26][CH:25]=3)=[N:8]2)[CH:6]=[CH:5][CH:4]=[CH:3][CH:2]=1, predict the reactants needed to synthesize it. (4) Given the product [N+:8]([C:5]1[CH:6]=[CH:7][C:2]([N:17]2[CH2:18][CH2:19][CH:15]([NH:14][C:11](=[O:13])[CH3:12])[CH2:16]2)=[CH:3][CH:4]=1)([O-:10])=[O:9], predict the reactants needed to synthesize it. The reactants are: F[C:2]1[CH:7]=[CH:6][C:5]([N+:8]([O-:10])=[O:9])=[CH:4][CH:3]=1.[C:11]([NH:14][CH:15]1[CH2:19][CH2:18][NH:17][CH2:16]1)(=[O:13])[CH3:12].C(=O)([O-])[O-].[K+].[K+].O. (5) Given the product [CH2:19]([CH:18]([N:9]1[C:8]2[CH:23]=[CH:24][C:5]([C:3]([OH:4])=[O:2])=[CH:6][C:7]=2[N:11]=[C:10]1[CH2:12][C:13]1[S:14][CH:15]=[CH:16][CH:17]=1)[CH2:21][CH3:22])[CH3:20], predict the reactants needed to synthesize it. The reactants are: C[O:2][C:3]([C:5]1[CH:24]=[CH:23][C:8]2[N:9]([CH:18]([CH2:21][CH3:22])[CH2:19][CH3:20])[C:10]([CH2:12][C:13]3[S:14][CH:15]=[CH:16][CH:17]=3)=[N:11][C:7]=2[CH:6]=1)=[O:4].[OH-].[Na+].Cl. (6) Given the product [NH2:7][CH:8]1[CH2:9][CH2:10][N:11]([CH2:14][CH2:15][N:16]2[C:21](=[O:22])[CH:20]=[N:19][C:18]3[CH:23]=[CH:24][C:25]([O:27][CH3:28])=[N:26][C:17]2=3)[CH2:12][CH2:13]1, predict the reactants needed to synthesize it. The reactants are: C(OC(=O)[NH:7][CH:8]1[CH2:13][CH2:12][N:11]([CH2:14][CH2:15][N:16]2[C:21](=[O:22])[CH:20]=[N:19][C:18]3[CH:23]=[CH:24][C:25]([O:27][CH3:28])=[N:26][C:17]2=3)[CH2:10][CH2:9]1)(C)(C)C.C(O)(C(F)(F)F)=O.NC1CCN(CCN2C3C(=CC(C#N)=CC=3)N=CC2=O)CC1.